Predict which catalyst facilitates the given reaction. From a dataset of Catalyst prediction with 721,799 reactions and 888 catalyst types from USPTO. Reactant: C(N(CC)CC)C.[CH3:8][S:9](Cl)(=[O:11])=[O:10].O1CCCC1.[OH:18][CH2:19][C:20]1[CH:21]=[C:22]2[C:27](=[CH:28][CH:29]=1)[CH2:26][N:25]([C:30]([O:32][C:33]([CH3:36])([CH3:35])[CH3:34])=[O:31])[CH2:24][CH2:23]2. Product: [CH3:8][S:9]([O:18][CH2:19][C:20]1[CH:21]=[C:22]2[C:27](=[CH:28][CH:29]=1)[CH2:26][N:25]([C:30]([O:32][C:33]([CH3:36])([CH3:35])[CH3:34])=[O:31])[CH2:24][CH2:23]2)(=[O:11])=[O:10]. The catalyst class is: 13.